Dataset: Reaction yield outcomes from USPTO patents with 853,638 reactions. Task: Predict the reaction yield, written as a fraction of the theoretical maximum amount of product (1.0 means a 100% yield; for example, 0.34 means a 34% yield). (1) The product is [CH:19]1([C:5]2[C:6]([NH:8][C:9]3[CH:18]=[CH:17][CH:16]=[CH:15][C:10]=3[C:11]([NH:13][CH3:14])=[O:12])=[CH:7][C:2]([NH:28][C:27]3[N:23]([CH3:22])[N:24]=[C:25]([CH3:29])[CH:26]=3)=[N:3][CH:4]=2)[CH2:21][CH2:20]1. The reactants are Cl[C:2]1[CH:7]=[C:6]([NH:8][C:9]2[CH:18]=[CH:17][CH:16]=[CH:15][C:10]=2[C:11]([NH:13][CH3:14])=[O:12])[C:5]([CH:19]2[CH2:21][CH2:20]2)=[CH:4][N:3]=1.[CH3:22][N:23]1[C:27]([NH2:28])=[CH:26][C:25]([CH3:29])=[N:24]1.C([O-])([O-])=O.[Cs+].[Cs+].CC1(C)C2C(=C(P(C3C=CC=CC=3)C3C=CC=CC=3)C=CC=2)OC2C(P(C3C=CC=CC=3)C3C=CC=CC=3)=CC=CC1=2. The yield is 0.170. The catalyst is C1C=CC(/C=C/C(/C=C/C2C=CC=CC=2)=O)=CC=1.C1C=CC(/C=C/C(/C=C/C2C=CC=CC=2)=O)=CC=1.C1C=CC(/C=C/C(/C=C/C2C=CC=CC=2)=O)=CC=1.[Pd].[Pd].O1CCOCC1. (2) The yield is 0.392. The reactants are [F:1][C:2]1[C:11]2[CH2:10][N:9]([C@H:12]([CH:16]([CH3:18])[CH3:17])[C:13]([OH:15])=O)[C:8](=[O:19])[C:7]3=[CH:20][NH:21][C:5]([C:6]=23)=[N:4][CH:3]=1.Cl.[CH3:23][S:24]([CH2:27][CH2:28][NH2:29])(=[O:26])=[O:25].C1C=CC2N(O)N=NC=2C=1.C(Cl)CCl. The product is [F:1][C:2]1[C:11]2[CH2:10][N:9]([C@H:12]([CH:16]([CH3:17])[CH3:18])[C:13]([NH:29][CH2:28][CH2:27][S:24]([CH3:23])(=[O:26])=[O:25])=[O:15])[C:8](=[O:19])[C:7]3=[CH:20][NH:21][C:5]([C:6]=23)=[N:4][CH:3]=1. The catalyst is CN(C)C1C=CN=CC=1.CN(C=O)C. (3) The reactants are [C:1]1([C:7]2[CH:8]=[C:9]([CH2:13][OH:14])[CH:10]=[CH:11][CH:12]=2)[CH:6]=[CH:5][CH:4]=[CH:3][CH:2]=1.Cl[C:16]1[N:17]=[C:18]([OH:26])[C:19]2[CH:25]=[CH:24][N:23]=[CH:22][C:20]=2[N:21]=1. No catalyst specified. The product is [C:1]1([C:7]2[CH:8]=[C:9]([CH2:13][O:14][C:16]3[N:17]=[C:18]([OH:26])[C:19]4[CH:25]=[CH:24][N:23]=[CH:22][C:20]=4[N:21]=3)[CH:10]=[CH:11][CH:12]=2)[CH:2]=[CH:3][CH:4]=[CH:5][CH:6]=1. The yield is 0.370. (4) The reactants are [Br:1][C:2]1[C:11]([O:12][C:13]2[CH:18]=[CH:17][C:16]([F:19])=[CH:15][C:14]=2[F:20])=[CH:10]C2N[C:7](=O)[NH:8][C:4]=2[CH:3]=1.[H-].[Na+].CI.[CH3:25][N:26]([CH3:29])[CH:27]=[O:28]. The catalyst is O. The product is [Br:1][C:2]1[C:11]([O:12][C:13]2[CH:18]=[CH:17][C:16]([F:19])=[CH:15][C:14]=2[F:20])=[CH:10][C:25]2[N:26]([CH3:29])[C:27](=[O:28])[N:8]([CH3:7])[C:4]=2[CH:3]=1. The yield is 0.940. (5) The reactants are [CH3:1][O:2][C:3]1[C:11]2[S:10][CH:9]=[CH:8][C:7]=2[CH:6]=[CH:5][CH:4]=1.C([Li])CCC.S([C:27]#[N:28])(C1C=CC(C)=CC=1)(=O)=O. The catalyst is C1COCC1. The product is [CH3:1][O:2][C:3]1[C:11]2[S:10][C:9]([C:27]#[N:28])=[CH:8][C:7]=2[CH:6]=[CH:5][CH:4]=1. The yield is 0.270. (6) The reactants are [CH2:1]([C:5]1[C:9]([CH2:10][CH2:11][C:12]2[S:13][C:14]([C:18]([OH:20])=O)=[C:15]([CH3:17])[N:16]=2)=[C:8]([CH3:21])[O:7][N:6]=1)[CH2:2][CH2:3][CH3:4].F[B-](F)(F)F.N1(OC(N(C)C)=[N+](C)C)C2C=CC=CC=2N=N1.C(N(CC)C(C)C)(C)C.[NH2:53][CH2:54][C:55]([CH3:58])([OH:57])[CH3:56]. The catalyst is CN(C=O)C. The product is [OH:57][C:55]([CH3:58])([CH3:56])[CH2:54][NH:53][C:18]([C:14]1[S:13][C:12]([CH2:11][CH2:10][C:9]2[C:5]([CH2:1][CH2:2][CH2:3][CH3:4])=[N:6][O:7][C:8]=2[CH3:21])=[N:16][C:15]=1[CH3:17])=[O:20]. The yield is 0.560.